This data is from Reaction yield outcomes from USPTO patents with 853,638 reactions. The task is: Predict the reaction yield, written as a fraction of the theoretical maximum amount of product (1.0 means a 100% yield; for example, 0.34 means a 34% yield). (1) The reactants are [Br:1][C:2]1[CH:3]=[CH:4][C:5](F)=[C:6]([C:8]2[NH:9][CH:10]=[CH:11][N:12]=2)[CH:7]=1.[H-].[Na+].[CH2:16]1[O:19][CH:17]1[CH3:18]. The catalyst is CN(C)C=O. The product is [Br:1][C:2]1[CH:3]=[CH:4][C:5]2[O:19][CH:17]([CH3:18])[CH2:16][N:9]3[CH:10]=[CH:11][N:12]=[C:8]3[C:6]=2[CH:7]=1. The yield is 0.650. (2) The reactants are [C:1]([C:5]1[NH:6][C:7]2[C:12]([CH:13]=1)=[CH:11][CH:10]=[C:9]([N+:14]([O-])=O)[CH:8]=2)([CH3:4])([CH3:3])[CH3:2].[H][H]. The catalyst is CO.[Ni]. The product is [C:1]([C:5]1[NH:6][C:7]2[C:12]([CH:13]=1)=[CH:11][CH:10]=[C:9]([NH2:14])[CH:8]=2)([CH3:4])([CH3:2])[CH3:3]. The yield is 0.890. (3) The reactants are [N+:1]([C:4]1[CH:9]=[CH:8][C:7]([NH2:10])=[C:6]([C:11]([F:14])([F:13])[F:12])[CH:5]=1)([O-:3])=[O:2].[Cl:15]N1C(=O)CCC1=O.C(OCC)(=O)C. The catalyst is C(#N)C. The product is [Cl:15][C:8]1[CH:9]=[C:4]([N+:1]([O-:3])=[O:2])[CH:5]=[C:6]([C:11]([F:12])([F:13])[F:14])[C:7]=1[NH2:10]. The yield is 0.750. (4) The reactants are [OH:1][C:2]([CH3:7])([CH3:6])[C:3]([OH:5])=[O:4].Br[CH:9]([CH3:13])[C:10](Cl)=[O:11].C(N(CC)CC)C. The catalyst is CC(C)=O. The product is [CH3:13][CH:9]1[O:4][C:3](=[O:5])[C:2]([CH3:7])([CH3:6])[O:1][C:10]1=[O:11]. The yield is 0.460. (5) The reactants are O[CH:2]([C:8]1[C:9]([CH3:14])=[N:10][CH:11]=[CH:12][CH:13]=1)[C:3]([O:5][CH2:6][CH3:7])=[O:4].Cl.Cl.[CH2:17]1[NH:22][CH2:21][CH2:20][N:19]2[CH2:23][CH2:24][CH2:25][C@H:18]12.C([O-])([O-])=O.[K+].[K+].CCOC(C)=O. The catalyst is C(Cl)Cl. The product is [CH2:17]1[N:22]([CH:2]([C:8]2[C:9]([CH3:14])=[N:10][CH:11]=[CH:12][CH:13]=2)[C:3]([O:5][CH2:6][CH3:7])=[O:4])[CH2:21][CH2:20][N:19]2[CH2:23][CH2:24][CH2:25][C@H:18]12. The yield is 0.400. (6) The reactants are [CH3:1][NH:2][C:3]1[CH:8]=[CH:7][CH:6]=[CH:5][CH:4]=1.[CH:9]1[CH2:13][CH2:12][CH2:11][CH:10]=1.C=O.B(F)(F)F.[CH3:20]COCC.[OH-].[Na+]. The catalyst is C(#N)C. The product is [CH3:1][N:2]1[C:3]2[CH:8]=[CH:7][CH:6]=[CH:5][C:4]=2[CH:10]2[CH2:11][CH2:12][CH2:13][CH:9]2[CH2:20]1. The yield is 0.570. (7) The reactants are [C:1]([C:3]1[CH:4]=[C:5]([C:9]2[N:14]=[C:13]([C:15]([OH:17])=O)[CH:12]=[CH:11][CH:10]=2)[CH:6]=[CH:7][CH:8]=1)#[N:2].CN(C(ON1N=NC2C=CC=CC1=2)=[N+](C)C)C.F[P-](F)(F)(F)(F)F.[NH:42]1[CH:46]=[CH:45][N:44]=[C:43]1[NH:47][C:48]([C:50]1[C:58]2[NH:57][C:56]([NH2:59])=[N:55][C:54]=2[CH:53]=[CH:52][CH:51]=1)=[O:49].C([O-])(O)=O.[Na+]. The catalyst is CN(C=O)C.CCN(C(C)C)C(C)C.O. The product is [NH:44]1[CH:45]=[CH:46][N:42]=[C:43]1[NH:47][C:48]([C:50]1[C:58]2[N:57]=[C:56]([NH:59][C:15]([C:13]3[CH:12]=[CH:11][CH:10]=[C:9]([C:5]4[CH:6]=[CH:7][CH:8]=[C:3]([C:1]#[N:2])[CH:4]=4)[N:14]=3)=[O:17])[NH:55][C:54]=2[CH:53]=[CH:52][CH:51]=1)=[O:49]. The yield is 0.175. (8) The reactants are [Cl:1][C:2]1[CH:7]=[CH:6]C(C2(C#N)CCC2)=C[CH:3]=1.[CH2:14]([Mg]Cl)[CH:15]([CH3:17])[CH3:16].C[C@@H:21]1[C@H](C2C=CC=CC=2)O[S@](=O)[N:22]1S(C1C=CC(C)=CC=1)(=O)=O.Cl[C:44]1C=CC(C2(C(=N)CC(C)C)CCC2)=CC=1.[C:60]([O-])(=O)[CH3:61].[NH4+].[BH4-].[Na+].Cl.[OH-].[Na+].[C:70]1([CH3:76])[CH:75]=[CH:74][CH:73]=CC=1. The catalyst is C1COCC1.CO.CC(OC)(C)C. The product is [CH3:16][CH:15]([CH2:14][CH:76]([N:22]([CH3:21])[CH3:44])[C:70]1([C:60]2[CH:61]=[CH:3][C:2]([Cl:1])=[CH:7][CH:6]=2)[CH2:73][CH2:74][CH2:75]1)[CH3:17]. The yield is 0.850. (9) The reactants are [C:1]([O:5][C:6]([NH:8][C@H:9]1[CH2:14][C@@H:13]([C:15]([F:18])([F:17])[F:16])[CH2:12][N:11](C(OCC2C=CC=CC=2)=O)[CH2:10]1)=[O:7])([CH3:4])([CH3:3])[CH3:2].[H][H]. The catalyst is CO.[Pd]. The product is [F:18][C:15]([F:16])([F:17])[C@H:13]1[CH2:12][NH:11][CH2:10][C@@H:9]([NH:8][C:6](=[O:7])[O:5][C:1]([CH3:2])([CH3:3])[CH3:4])[CH2:14]1. The yield is 1.00.